This data is from Forward reaction prediction with 1.9M reactions from USPTO patents (1976-2016). The task is: Predict the product of the given reaction. (1) Given the reactants [CH2:1]([C:3]1[C:8](=[O:9])[NH:7][C:6]([CH3:10])=[C:5]([C:11]2[S:15][C:14]([S:16]([Cl:19])(=[O:18])=[O:17])=[CH:13][CH:12]=2)[CH:4]=1)[CH3:2].[CH3:20][N:21]1[CH2:27][CH2:26][CH2:25][NH:24][CH2:23][CH2:22]1, predict the reaction product. The product is: [ClH:19].[CH2:1]([C:3]1[C:8](=[O:9])[NH:7][C:6]([CH3:10])=[C:5]([C:11]2[S:15][C:14]([S:16]([N:24]3[CH2:25][CH2:26][CH2:27][N:21]([CH3:20])[CH2:22][CH2:23]3)(=[O:18])=[O:17])=[CH:13][CH:12]=2)[CH:4]=1)[CH3:2]. (2) Given the reactants [NH:1]1[C:9]2[C:4](=[CH:5][CH:6]=[CH:7][CH:8]=2)[C:3]([CH2:10][CH:11]([O:17][CH:18]([CH3:20])[CH3:19])[C:12]([O:14][CH2:15][CH3:16])=[O:13])=[CH:2]1.[H-].[Na+].[CH2:23](Br)[C:24]#[CH:25].[Cl-].[NH4+], predict the reaction product. The product is: [CH:18]([O:17][CH:11]([CH2:10][C:3]1[C:4]2[C:9](=[CH:8][CH:7]=[CH:6][CH:5]=2)[N:1]([CH2:25][C:24]#[CH:23])[CH:2]=1)[C:12]([O:14][CH2:15][CH3:16])=[O:13])([CH3:19])[CH3:20]. (3) Given the reactants [F:1][CH:2]([F:37])[C:3]1[CH:8]=[CH:7][C:6]([C:9]2[O:10][C:11]3[CH:21]=[C:20]([N:22]([CH3:27])[S:23]([CH3:26])(=[O:25])=[O:24])[C:19](B4OC(C)(C)C(C)(C)O4)=[CH:18][C:12]=3[C:13]=2[C:14]([NH:16][CH3:17])=[O:15])=[CH:5][CH:4]=1.Cl[C:39]1[CH:40]=[CH:41][C:42]2[O:55][CH2:54][N:45]3[C:46]4[CH:47]=[CH:48][CH:49]=[C:50]([F:53])[C:51]=4[CH:52]=[C:44]3[C:43]=2[N:56]=1.C([O-])([O-])=O.[Na+].[Na+].CC(C1C=C(C(C)C)C(C2C=CC=CC=2P(C2CCCCC2)C2CCCCC2)=C(C(C)C)C=1)C, predict the reaction product. The product is: [F:1][CH:2]([F:37])[C:3]1[CH:8]=[CH:7][C:6]([C:9]2[O:10][C:11]3[CH:21]=[C:20]([N:22]([CH3:27])[S:23]([CH3:26])(=[O:25])=[O:24])[C:19]([C:39]4[CH:40]=[CH:41][C:42]5[O:55][CH2:54][N:45]6[C:46]7[CH:47]=[CH:48][CH:49]=[C:50]([F:53])[C:51]=7[CH:52]=[C:44]6[C:43]=5[N:56]=4)=[CH:18][C:12]=3[C:13]=2[C:14]([NH:16][CH3:17])=[O:15])=[CH:5][CH:4]=1. (4) The product is: [NH2:17][C:4]1[N:3]=[C:2]([NH:29][CH2:28][CH2:26][OH:27])[C:7]([C:8]#[C:9][C:10]2[CH:11]=[CH:12][C:13]([Cl:16])=[CH:14][CH:15]=2)=[CH:6][N:5]=1. Given the reactants Cl[C:2]1[C:7]([C:8]#[C:9][C:10]2[CH:15]=[CH:14][C:13]([Cl:16])=[CH:12][CH:11]=2)=[CH:6][N:5]=[C:4]([N:17]=CN(C(C)C)C(C)C)[N:3]=1.[CH2:26]([CH2:28][NH2:29])[OH:27], predict the reaction product. (5) Given the reactants [CH3:1][NH:2][CH:3]1[C:12]2[N:11]=[CH:10][CH:9]=[CH:8][C:7]=2[CH2:6][CH2:5][CH2:4]1.[C:13]1([C:19](=[N:26][C:27]2[N:32]3[CH:33]=[C:34]([CH:36]=O)[N:35]=[C:31]3[CH:30]=[CH:29][CH:28]=2)[C:20]2[CH:25]=[CH:24][CH:23]=[CH:22][CH:21]=2)[CH:18]=[CH:17][CH:16]=[CH:15][CH:14]=1, predict the reaction product. The product is: [C:13]1([C:19](=[N:26][C:27]2[N:32]3[CH:33]=[C:34]([CH2:36][N:2]([CH3:1])[CH:3]4[C:12]5[N:11]=[CH:10][CH:9]=[CH:8][C:7]=5[CH2:6][CH2:5][CH2:4]4)[N:35]=[C:31]3[CH:30]=[CH:29][CH:28]=2)[C:20]2[CH:25]=[CH:24][CH:23]=[CH:22][CH:21]=2)[CH:18]=[CH:17][CH:16]=[CH:15][CH:14]=1. (6) Given the reactants [NH2:1][CH:2]([C:16](=[O:34])[N:17]1[CH2:22][CH2:21][CH2:20][CH2:19][CH:18]1[C:23]1[NH:24][C:25]([C:28]2[CH:33]=[CH:32][CH:31]=[CH:30][CH:29]=2)=[CH:26][N:27]=1)[CH2:3][C:4]1[C:9]([CH3:10])=[CH:8][C:7]([O:11][C:12](=[O:14])[CH3:13])=[CH:6][C:5]=1[CH3:15].[CH2:35]=[O:36], predict the reaction product. The product is: [CH:35]([NH:1][CH:2]([C:16](=[O:34])[N:17]1[CH2:22][CH2:21][CH2:20][CH2:19][CH:18]1[C:23]1[NH:24][C:25]([C:28]2[CH:33]=[CH:32][CH:31]=[CH:30][CH:29]=2)=[CH:26][N:27]=1)[CH2:3][C:4]1[C:5]([CH3:15])=[CH:6][C:7]([O:11][C:12](=[O:14])[CH3:13])=[CH:8][C:9]=1[CH3:10])=[O:36]. (7) Given the reactants [Cl:1][C:2]1[CH:3]=[C:4]([CH:9]([NH:11][C:12]2[CH:17]=[C:16](F)[CH:15]=[CH:14][C:13]=2[C:19](=[O:24])[C:20]([F:23])([F:22])[F:21])[CH3:10])[CH:5]=[C:6]([Cl:8])[CH:7]=1.[N:25]1([C:31]([O:33][C:34]([CH3:37])([CH3:36])[CH3:35])=[O:32])[CH2:30][CH2:29][NH:28][CH2:27][CH2:26]1.C(N(CC)C(C)C)(C)C, predict the reaction product. The product is: [Cl:1][C:2]1[CH:3]=[C:4]([CH:9]([NH:11][C:12]2[CH:17]=[C:16]([N:28]3[CH2:27][CH2:26][N:25]([C:31]([O:33][C:34]([CH3:37])([CH3:36])[CH3:35])=[O:32])[CH2:30][CH2:29]3)[CH:15]=[CH:14][C:13]=2[C:19](=[O:24])[C:20]([F:23])([F:22])[F:21])[CH3:10])[CH:5]=[C:6]([Cl:8])[CH:7]=1. (8) Given the reactants C([O:3][C:4](=[O:33])[CH:5]([C:25]1[CH:26]=[N:27][C:28]([O:31][CH3:32])=[N:29][CH:30]=1)[CH2:6][CH2:7][C:8](=[O:24])[CH2:9][CH2:10][CH2:11][CH2:12][C:13]1[CH:14]=[CH:15][C:16]2[CH2:22][CH2:21][CH2:20][CH2:19][NH:18][C:17]=2[N:23]=1)C.[OH:34][P:35]([OH:38])([OH:37])=[O:36], predict the reaction product. The product is: [P:35](=[O:34])([OH:38])([OH:37])[OH:36].[CH3:32][O:31][C:28]1[N:29]=[CH:30][C:25]([CH:5]([CH2:6][CH2:7][C:8](=[O:24])[CH2:9][CH2:10][CH2:11][CH2:12][C:13]2[CH:14]=[CH:15][C:16]3[CH2:22][CH2:21][CH2:20][CH2:19][NH:18][C:17]=3[N:23]=2)[C:4]([OH:33])=[O:3])=[CH:26][N:27]=1. (9) Given the reactants P(Br)(Br)[Br:2].[I:5][C:6]1[C:13]([I:14])=[CH:12][C:11]([I:15])=[CH:10][C:7]=1[CH2:8]O.O.C(Cl)Cl, predict the reaction product. The product is: [I:5][C:6]1[C:13]([I:14])=[CH:12][C:11]([I:15])=[CH:10][C:7]=1[CH2:8][Br:2].